This data is from Catalyst prediction with 721,799 reactions and 888 catalyst types from USPTO. The task is: Predict which catalyst facilitates the given reaction. (1) Reactant: [N+:1]([C:4]1[CH:5]=[C:6]([C:10]2[C:11]3[CH:18]=[CH:17][N:16]([CH2:19][O:20][CH2:21][CH2:22][Si:23]([CH3:26])([CH3:25])[CH3:24])[C:12]=3[N:13]=[CH:14][N:15]=2)[CH:7]=[CH:8][CH:9]=1)([O-:3])=[O:2].C1C(=O)N([Br:34])C(=O)C1. Product: [Br:34][C:18]1[C:11]2[C:10]([C:6]3[CH:7]=[CH:8][CH:9]=[C:4]([N+:1]([O-:3])=[O:2])[CH:5]=3)=[N:15][CH:14]=[N:13][C:12]=2[N:16]([CH2:19][O:20][CH2:21][CH2:22][Si:23]([CH3:26])([CH3:25])[CH3:24])[CH:17]=1. The catalyst class is: 23. (2) Reactant: [F:1][C:2]1[CH:3]=[C:4]([S:14]([NH:17][C:18]2[CH:23]=[C:22]([N+:24]([O-])=O)[CH:21]=[CH:20][C:19]=2[O:27][CH3:28])(=[O:16])=[O:15])[CH:5]=[CH:6][C:7]=1[C:8]1[O:9][C:10]([CH3:13])=[CH:11][CH:12]=1. Product: [NH2:24][C:22]1[CH:21]=[CH:20][C:19]([O:27][CH3:28])=[C:18]([NH:17][S:14]([C:4]2[CH:5]=[CH:6][C:7]([C:8]3[O:9][C:10]([CH3:13])=[CH:11][CH:12]=3)=[C:2]([F:1])[CH:3]=2)(=[O:16])=[O:15])[CH:23]=1. The catalyst class is: 312. (3) Reactant: [O-]CC.[Na+:4].[C:5]1([CH3:15])[CH:10]=[CH:9][C:8]([S:11]([NH2:14])(=[O:13])=[O:12])=[CH:7][CH:6]=1. Product: [Na+:4].[C:5]1([CH3:15])[CH:6]=[CH:7][C:8]([S:11]([NH-:14])(=[O:12])=[O:13])=[CH:9][CH:10]=1. The catalyst class is: 8.